From a dataset of NCI-60 drug combinations with 297,098 pairs across 59 cell lines. Regression. Given two drug SMILES strings and cell line genomic features, predict the synergy score measuring deviation from expected non-interaction effect. (1) Drug 1: CC1=CC2C(CCC3(C2CCC3(C(=O)C)OC(=O)C)C)C4(C1=CC(=O)CC4)C. Drug 2: CC1=C(C(=CC=C1)Cl)NC(=O)C2=CN=C(S2)NC3=CC(=NC(=N3)C)N4CCN(CC4)CCO. Cell line: T-47D. Synergy scores: CSS=21.0, Synergy_ZIP=-6.20, Synergy_Bliss=3.37, Synergy_Loewe=6.74, Synergy_HSA=7.10. (2) Drug 1: CC12CCC(CC1=CCC3C2CCC4(C3CC=C4C5=CN=CC=C5)C)O. Drug 2: C1C(C(OC1N2C=C(C(=O)NC2=O)F)CO)O. Cell line: 786-0. Synergy scores: CSS=9.65, Synergy_ZIP=-2.70, Synergy_Bliss=-3.97, Synergy_Loewe=-3.11, Synergy_HSA=-1.07. (3) Drug 1: CC1=C2C(C(=O)C3(C(CC4C(C3C(C(C2(C)C)(CC1OC(=O)C(C(C5=CC=CC=C5)NC(=O)C6=CC=CC=C6)O)O)OC(=O)C7=CC=CC=C7)(CO4)OC(=O)C)O)C)OC(=O)C. Drug 2: C(=O)(N)NO. Cell line: NCI-H460. Synergy scores: CSS=59.1, Synergy_ZIP=11.3, Synergy_Bliss=10.8, Synergy_Loewe=-48.7, Synergy_HSA=9.99. (4) Drug 1: CCCCCOC(=O)NC1=NC(=O)N(C=C1F)C2C(C(C(O2)C)O)O. Cell line: RPMI-8226. Drug 2: CS(=O)(=O)CCNCC1=CC=C(O1)C2=CC3=C(C=C2)N=CN=C3NC4=CC(=C(C=C4)OCC5=CC(=CC=C5)F)Cl. Synergy scores: CSS=19.7, Synergy_ZIP=-3.35, Synergy_Bliss=4.23, Synergy_Loewe=2.88, Synergy_HSA=3.60. (5) Drug 1: CC1C(C(CC(O1)OC2CC(OC(C2O)C)OC3=CC4=CC5=C(C(=O)C(C(C5)C(C(=O)C(C(C)O)O)OC)OC6CC(C(C(O6)C)O)OC7CC(C(C(O7)C)O)OC8CC(C(C(O8)C)O)(C)O)C(=C4C(=C3C)O)O)O)O. Drug 2: C1CC(=O)NC(=O)C1N2C(=O)C3=CC=CC=C3C2=O. Cell line: RPMI-8226. Synergy scores: CSS=48.7, Synergy_ZIP=2.45, Synergy_Bliss=2.90, Synergy_Loewe=-23.2, Synergy_HSA=-1.11. (6) Drug 1: CC1=C2C(C(=O)C3(C(CC4C(C3C(C(C2(C)C)(CC1OC(=O)C(C(C5=CC=CC=C5)NC(=O)C6=CC=CC=C6)O)O)OC(=O)C7=CC=CC=C7)(CO4)OC(=O)C)O)C)OC(=O)C. Drug 2: C1=CC=C(C(=C1)C(C2=CC=C(C=C2)Cl)C(Cl)Cl)Cl. Cell line: A498. Synergy scores: CSS=-1.91, Synergy_ZIP=-0.726, Synergy_Bliss=-3.47, Synergy_Loewe=-2.51, Synergy_HSA=-3.10. (7) Drug 1: CCCCCOC(=O)NC1=NC(=O)N(C=C1F)C2C(C(C(O2)C)O)O. Drug 2: C1C(C(OC1N2C=NC(=NC2=O)N)CO)O. Cell line: RXF 393. Synergy scores: CSS=-3.74, Synergy_ZIP=0.900, Synergy_Bliss=0.218, Synergy_Loewe=-10.4, Synergy_HSA=-7.87. (8) Drug 1: C1CCC(C1)C(CC#N)N2C=C(C=N2)C3=C4C=CNC4=NC=N3. Drug 2: CCC1(CC2CC(C3=C(CCN(C2)C1)C4=CC=CC=C4N3)(C5=C(C=C6C(=C5)C78CCN9C7C(C=CC9)(C(C(C8N6C)(C(=O)OC)O)OC(=O)C)CC)OC)C(=O)OC)O.OS(=O)(=O)O. Cell line: CAKI-1. Synergy scores: CSS=43.9, Synergy_ZIP=-2.36, Synergy_Bliss=-4.56, Synergy_Loewe=-29.8, Synergy_HSA=0.101. (9) Drug 1: CCN(CC)CCCC(C)NC1=C2C=C(C=CC2=NC3=C1C=CC(=C3)Cl)OC. Drug 2: CC1CCCC2(C(O2)CC(NC(=O)CC(C(C(=O)C(C1O)C)(C)C)O)C(=CC3=CSC(=N3)C)C)C. Cell line: 786-0. Synergy scores: CSS=48.7, Synergy_ZIP=-2.47, Synergy_Bliss=0.414, Synergy_Loewe=-2.13, Synergy_HSA=3.05.